Predict the product of the given reaction. From a dataset of Forward reaction prediction with 1.9M reactions from USPTO patents (1976-2016). (1) Given the reactants [Br:1][C:2]1[CH:3]=[CH:4][C:5]([O:13][CH3:14])=[C:6](/[CH:8]=[CH:9]/[C:10]([OH:12])=O)[CH:7]=1.F[B-](F)(F)F.N1(OC(N(C)C)=[N+](C)C)C2C=CC=CC=2N=N1.C(N(C(C)C)CC)(C)C.[F:46][C:47]1[CH:62]=[CH:61][C:50]([CH2:51][CH:52]2[CH2:57][CH2:56][N:55]([CH2:58][CH2:59][NH2:60])[CH2:54][CH2:53]2)=[CH:49][CH:48]=1, predict the reaction product. The product is: [Br:1][C:2]1[CH:3]=[CH:4][C:5]([O:13][CH3:14])=[C:6](/[CH:8]=[CH:9]/[C:10]([NH:60][CH2:59][CH2:58][N:55]2[CH2:56][CH2:57][CH:52]([CH2:51][C:50]3[CH:49]=[CH:48][C:47]([F:46])=[CH:62][CH:61]=3)[CH2:53][CH2:54]2)=[O:12])[CH:7]=1. (2) Given the reactants Br[C:2]1[C:3]([CH2:19][CH:20]([CH3:22])[CH3:21])=[C:4]([C:15]([O:17][CH3:18])=[O:16])[C:5]([CH:12]([F:14])[F:13])=[N:6][C:7]=1[C:8]([F:11])([F:10])[F:9].[S-2:23].[Li+].[Li+], predict the reaction product. The product is: [F:13][CH:12]([F:14])[C:5]1[C:4]([C:15]([O:17][CH3:18])=[O:16])=[C:3]([CH2:19][CH:20]([CH3:22])[CH3:21])[C:2]([SH:23])=[C:7]([C:8]([F:11])([F:10])[F:9])[N:6]=1.